Task: Regression. Given two drug SMILES strings and cell line genomic features, predict the synergy score measuring deviation from expected non-interaction effect.. Dataset: Merck oncology drug combination screen with 23,052 pairs across 39 cell lines Drug 1: CCC1=CC2CN(C1)Cc1c([nH]c3ccccc13)C(C(=O)OC)(c1cc3c(cc1OC)N(C)C1C(O)(C(=O)OC)C(OC(C)=O)C4(CC)C=CCN5CCC31C54)C2. Drug 2: CC(C)CC(NC(=O)C(Cc1ccccc1)NC(=O)c1cnccn1)B(O)O. Cell line: ZR751. Synergy scores: synergy=-36.7.